Dataset: Full USPTO retrosynthesis dataset with 1.9M reactions from patents (1976-2016). Task: Predict the reactants needed to synthesize the given product. (1) Given the product [Cl:11][CH2:2]/[CH:3]=[CH:4]/[C:5]([NH:14][C:15]1[CH:16]=[C:17]([CH:45]=[CH:46][CH:47]=1)[O:18][C:19]1[N:20]=[C:21]([NH:31][C:32]2[CH:33]=[CH:34][C:35]([N:38]3[CH2:39][CH2:40][N:41]([CH3:44])[CH2:42][CH2:43]3)=[CH:36][CH:37]=2)[C:22]([C:28]([NH2:30])=[O:29])=[N:23][C:24]=1[CH:25]([CH3:26])[CH3:27])=[O:7], predict the reactants needed to synthesize it. The reactants are: Br[CH2:2]/[CH:3]=[CH:4]/[C:5]([OH:7])=O.C(Cl)(=O)C([Cl:11])=O.[NH2:14][C:15]1[CH:16]=[C:17]([CH:45]=[CH:46][CH:47]=1)[O:18][C:19]1[N:20]=[C:21]([NH:31][C:32]2[CH:37]=[CH:36][C:35]([N:38]3[CH2:43][CH2:42][N:41]([CH3:44])[CH2:40][CH2:39]3)=[CH:34][CH:33]=2)[C:22]([C:28]([NH2:30])=[O:29])=[N:23][C:24]=1[CH:25]([CH3:27])[CH3:26].C(=O)([O-])O.[Na+]. (2) Given the product [CH:11]([OH:12])=[O:29].[NH2:23][C:20]1[N:21]=[CH:22][C:17]([C:3]2[CH:4]=[CH:5][C:6]([C:25]3[CH:41]=[CH:40][CH:39]=[CH:38][C:26]=3[CH2:27][S:28]([N:31]3[CH2:36][CH2:35][NH:34][C:33](=[O:37])[CH2:32]3)(=[O:30])=[O:29])=[CH:7][C:2]=2[F:1])=[N:18][CH:19]=1, predict the reactants needed to synthesize it. The reactants are: [F:1][C:2]1[CH:7]=[C:6](B2[O:12][C:11](C)(C)C(C)(C)O2)[CH:5]=[CH:4][C:3]=1[C:17]1[N:18]=[CH:19][C:20]([NH2:23])=[N:21][CH:22]=1.Br[C:25]1[CH:41]=[CH:40][CH:39]=[CH:38][C:26]=1[CH2:27][S:28]([N:31]1[CH2:36][CH2:35][NH:34][C:33](=[O:37])[CH2:32]1)(=[O:30])=[O:29]. (3) Given the product [F:1][C:2]1[CH:7]=[CH:6][CH:5]=[C:4]([F:8])[C:3]=1[N:9]1[C:14]2[N:15]=[C:16]([OH:43])[N:17]=[C:18]([C:19]3[CH:24]=[CH:23][C:22]([F:25])=[CH:21][C:20]=3[CH3:26])[C:13]=2[CH:12]=[CH:11][C:10]1=[O:31], predict the reactants needed to synthesize it. The reactants are: [F:1][C:2]1[CH:7]=[CH:6][CH:5]=[C:4]([F:8])[C:3]=1[N:9]1[C:14]2[N:15]=[C:16](S(C)(=O)=O)[N:17]=[C:18]([C:19]3[CH:24]=[CH:23][C:22]([F:25])=[CH:21][C:20]=3[CH3:26])[C:13]=2[CH:12]=[CH:11][C:10]1=[O:31].CCN(CC)CC.NCCS(O)(=O)=[O:43].Cl.